From a dataset of Full USPTO retrosynthesis dataset with 1.9M reactions from patents (1976-2016). Predict the reactants needed to synthesize the given product. (1) Given the product [OH:40][CH:22]([C:21]1[C:12]([CH3:11])=[N:13][C:14]2[CH2:15][CH2:16][CH2:17][CH2:18][C:19]=2[C:20]=1[C:27]1[CH:28]=[CH:29][CH:30]=[CH:31][CH:32]=1)[C:23]([O:25][CH3:26])=[O:24], predict the reactants needed to synthesize it. The reactants are: C[Si]([N-][Si](C)(C)C)(C)C.[K+].[CH3:11][C:12]1[C:21]([CH2:22][C:23]([O:25][CH3:26])=[O:24])=[C:20]([C:27]2[CH:32]=[CH:31][CH:30]=[CH:29][CH:28]=2)[C:19]2[CH2:18][CH2:17][CH2:16][CH2:15][C:14]=2[N:13]=1.C1(S(N2C(C3C=CC=CC=3)O2)(=O)=[O:40])C=CC=CC=1. (2) Given the product [S:28]([C:31]1[CH:37]=[CH:36][C:34]([CH3:35])=[CH:33][CH:32]=1)([O-:38])(=[O:30])=[O:29].[NH2:39][N+:3]1[C:4]2[C:9](=[CH:8][C:7]([N:22]3[CH2:23][CH2:24][O:25][CH2:26][CH2:27]3)=[CH:6][CH:5]=2)[C:10]([NH:14][CH2:15][C:16]2[CH:17]=[CH:18][CH:19]=[CH:20][CH:21]=2)=[C:11]([C:12]#[N:13])[C:2]=1[NH2:1], predict the reactants needed to synthesize it. The reactants are: [NH2:1][C:2]1[C:11]([C:12]#[N:13])=[C:10]([NH:14][CH2:15][C:16]2[CH:21]=[CH:20][CH:19]=[CH:18][CH:17]=2)[C:9]2[C:4](=[CH:5][CH:6]=[C:7]([N:22]3[CH2:27][CH2:26][O:25][CH2:24][CH2:23]3)[CH:8]=2)[N:3]=1.[S:28]([O:38][NH2:39])([C:31]1[CH:37]=[CH:36][C:34]([CH3:35])=[CH:33][CH:32]=1)(=[O:30])=[O:29]. (3) Given the product [ClH:29].[CH2:1]([C:8]1([N:18]([CH3:20])[CH3:19])[CH2:13][CH2:12][CH:11]([N:14]([CH2:15][CH2:16][CH3:17])[C:21](=[O:28])[C:22]2[CH:27]=[CH:26][CH:25]=[CH:24][CH:23]=2)[CH2:10][CH2:9]1)[C:2]1[CH:7]=[CH:6][CH:5]=[CH:4][CH:3]=1, predict the reactants needed to synthesize it. The reactants are: [CH2:1]([C:8]1([N:18]([CH3:20])[CH3:19])[CH2:13][CH2:12][CH:11]([NH:14][CH2:15][CH2:16][CH3:17])[CH2:10][CH2:9]1)[C:2]1[CH:7]=[CH:6][CH:5]=[CH:4][CH:3]=1.[C:21]([Cl:29])(=[O:28])[C:22]1[CH:27]=[CH:26][CH:25]=[CH:24][CH:23]=1.[OH-].[K+].Cl[Si](C)(C)C. (4) Given the product [F:1][C:2]1[CH:3]=[C:4]([CH:34]=[CH:35][C:36]=1[O:37][CH2:39][CH2:40][N:42]1[CH2:47][CH2:46][CH2:45][CH2:44][CH2:43]1)[CH2:5][CH2:7][NH:8][C:9]1[CH:14]=[C:13]([O:15][CH3:16])[CH:12]=[CH:11][C:10]=1[CH:17]1[CH2:26][CH2:25][C:24]2[CH:23]=[C:22]([OH:27])[CH:21]=[CH:20][C:19]=2[CH2:18]1, predict the reactants needed to synthesize it. The reactants are: [F:1][C:2]1[CH:3]=[C:4]([CH:34]=[CH:35][C:36]=1[OH:37])[C:5]([CH2:7][NH:8][C:9]1[CH:14]=[C:13]([O:15][CH3:16])[CH:12]=[CH:11][C:10]=1[CH:17]1[CH2:26][CH2:25][C:24]2[CH:23]=[C:22]([O:27]C(=O)C(C)(C)C)[CH:21]=[CH:20][C:19]=2[CH2:18]1)=O.Cl[CH2:39][C:40]([N:42]1[CH2:47][CH2:46][CH2:45][CH2:44][CH2:43]1)=O.